Dataset: Forward reaction prediction with 1.9M reactions from USPTO patents (1976-2016). Task: Predict the product of the given reaction. Given the reactants [F:1][C:2]([F:14])([F:13])[C:3]1[CH:8]=[CH:7][C:6]([NH:9][C:10]([NH2:12])=[S:11])=[CH:5][CH:4]=1.Br[CH2:16][C:17](=O)[C:18]([OH:20])=[O:19], predict the reaction product. The product is: [F:14][C:2]([F:1])([F:13])[C:3]1[CH:4]=[CH:5][C:6]([NH:9][C:10]2[S:11][CH:16]=[C:17]([C:18]([OH:20])=[O:19])[N:12]=2)=[CH:7][CH:8]=1.